Dataset: CYP2D6 inhibition data for predicting drug metabolism from PubChem BioAssay. Task: Regression/Classification. Given a drug SMILES string, predict its absorption, distribution, metabolism, or excretion properties. Task type varies by dataset: regression for continuous measurements (e.g., permeability, clearance, half-life) or binary classification for categorical outcomes (e.g., BBB penetration, CYP inhibition). Dataset: cyp2d6_veith. The molecule is O=c1c(-c2ccc(F)cc2)nc2cnc(N3CCOCC3)nc2n1C1CC1. The result is 0 (non-inhibitor).